This data is from Full USPTO retrosynthesis dataset with 1.9M reactions from patents (1976-2016). The task is: Predict the reactants needed to synthesize the given product. (1) Given the product [C:1]([C:5]1[C:19]([OH:20])=[C:18]([CH2:21][CH2:22][CH3:23])[C:8]2[CH2:9][C:10]3([O:17][C:7]=2[CH:6]=1)[CH2:16][CH2:15][CH2:14][CH2:13][CH2:12][CH2:11]3)([CH3:4])([CH3:3])[CH3:2], predict the reactants needed to synthesize it. The reactants are: [C:1]([C:5]1[C:19]([OH:20])=[C:18]([CH2:21][CH:22]=[CH2:23])[C:8]2[CH2:9][C:10]3([O:17][C:7]=2[CH:6]=1)[CH2:16][CH2:15][CH2:14][CH2:13][CH2:12][CH2:11]3)([CH3:4])([CH3:3])[CH3:2]. (2) Given the product [F:34][C:35]([F:52])([F:53])[C:36]1[CH:37]=[C:38]([C:46]([CH3:50])([CH3:51])[C:47]([NH:24][C:23]2[C:14]([C:8]3[CH:9]=[CH:10][CH:11]=[CH:12][CH:13]=3)=[C:15]3[C:20](=[CH:21][CH:22]=2)[N:19]=[CH:18][CH:17]=[CH:16]3)=[O:48])[CH:39]=[C:40]([C:42]([F:43])([F:44])[F:45])[CH:41]=1, predict the reactants needed to synthesize it. The reactants are: FC(F)(F)C(O)=O.[C:8]1([C:14]2[C:23]([NH2:24])=[CH:22][CH:21]=[C:20]3[C:15]=2[CH:16]=[CH:17][CH:18]=[N:19]3)[CH:13]=[CH:12][CH:11]=[CH:10][CH:9]=1.CCN(C(C)C)C(C)C.[F:34][C:35]([F:53])([F:52])[C:36]1[CH:37]=[C:38]([C:46]([CH3:51])([CH3:50])[C:47](Cl)=[O:48])[CH:39]=[C:40]([C:42]([F:45])([F:44])[F:43])[CH:41]=1. (3) The reactants are: CN(C(ON1N=NC2C=CC=CC1=2)=[N+](C)C)C.[B-](F)(F)(F)F.C(N(CC)CC)C.[Cl:30][C:31]1[CH:36]=[CH:35][CH:34]=[C:33]([Cl:37])[C:32]=1[C:38]1[C:42]([CH2:43][O:44][C:45]2[N:50]=[C:49]([C:51]([F:54])([F:53])[F:52])[C:48]([N:55]([CH2:57][C:58]3[CH:66]=[CH:65][C:61]([C:62]([OH:64])=O)=[CH:60][CH:59]=3)[CH3:56])=[CH:47][CH:46]=2)=[C:41]([CH:67]([CH3:69])[CH3:68])[O:40][N:39]=1.[CH3:70][N:71]([CH3:75])[CH2:72][CH2:73][NH2:74]. Given the product [Cl:37][C:33]1[CH:34]=[CH:35][CH:36]=[C:31]([Cl:30])[C:32]=1[C:38]1[C:42]([CH2:43][O:44][C:45]2[N:50]=[C:49]([C:51]([F:53])([F:54])[F:52])[C:48]([N:55]([CH2:57][C:58]3[CH:59]=[CH:60][C:61]([C:62]([NH:74][CH2:73][CH2:72][N:71]([CH3:75])[CH3:70])=[O:64])=[CH:65][CH:66]=3)[CH3:56])=[CH:47][CH:46]=2)=[C:41]([CH:67]([CH3:68])[CH3:69])[O:40][N:39]=1, predict the reactants needed to synthesize it. (4) Given the product [CH:26]([C:12]1[N:13]=[C:14]([C:16]2[CH:21]=[CH:20][C:19]([C:22]([F:25])([F:24])[F:23])=[CH:18][CH:17]=2)[S:15][C:11]=1[CH2:10][CH2:9][C:8]([C:5]1[CH:6]=[CH:7][C:2]([NH:1][S:39]([C:33]2[CH:32]=[CH:31][CH:30]=[CH:35][C:34]=2[N+:36]([O-:38])=[O:37])(=[O:40])=[O:41])=[CH:3][CH:4]=1)=[O:29])([CH3:27])[CH3:28], predict the reactants needed to synthesize it. The reactants are: [NH2:1][C:2]1[CH:7]=[CH:6][C:5]([C:8](=[O:29])[CH2:9][CH2:10][C:11]2[S:15][C:14]([C:16]3[CH:21]=[CH:20][C:19]([C:22]([F:25])([F:24])[F:23])=[CH:18][CH:17]=3)=[N:13][C:12]=2[CH:26]([CH3:28])[CH3:27])=[CH:4][CH:3]=1.[CH:30]1[CH:35]=[C:34]([N+:36]([O-:38])=[O:37])[C:33]([S:39](Cl)(=[O:41])=[O:40])=[CH:32][CH:31]=1.O. (5) Given the product [ClH:1].[Cl:1][C:2]1[N:7]=[CH:6][C:5]([S:8]([C:11]2[S:15][C:14]([CH2:16][NH:17][CH3:18])=[N:13][C:12]=2[C:26]2[C:27]([F:32])=[N:28][CH:29]=[CH:30][CH:31]=2)(=[O:9])=[O:10])=[CH:4][CH:3]=1, predict the reactants needed to synthesize it. The reactants are: [Cl:1][C:2]1[N:7]=[CH:6][C:5]([S:8]([C:11]2[S:15][C:14]([CH2:16][N:17](C)[C:18](=O)OC(C)(C)C)=[N:13][C:12]=2[C:26]2[C:27]([F:32])=[N:28][CH:29]=[CH:30][CH:31]=2)(=[O:10])=[O:9])=[CH:4][CH:3]=1.C(OCC)(=O)C.C(OCC)(=O)C.Cl. (6) Given the product [CH2:1]([O:16][C:15]1[CH:17]=[CH:18][CH:19]=[C:12]([O:9][CH2:6][CH2:22][CH2:23][CH3:25])[CH:14]=1)[CH2:2][CH2:3][CH3:4], predict the reactants needed to synthesize it. The reactants are: [CH2:1](Br)[CH2:2][CH2:3][CH3:4].[C:6](=[O:9])([O-])[O-].[K+].[K+].[C:12]1([CH:19]=[CH:18][CH:17]=[C:15]([OH:16])[CH:14]=1)O.[Cl-].[NH4+].[CH3:22][C:23]([CH3:25])=O.